Task: Predict the product of the given reaction.. Dataset: Forward reaction prediction with 1.9M reactions from USPTO patents (1976-2016) (1) Given the reactants C[O:2][C:3](=[O:12])[C:4]1[CH:9]=[CH:8][C:7](Br)=[CH:6][C:5]=1[F:11].C1(C)C=CC=CC=1P(C1C=CC=CC=1C)C1C=CC=CC=1C.C([O-])(=O)C.[K+].[F:40][C:41]([F:45])([F:44])[CH:42]=[CH2:43], predict the reaction product. The product is: [F:11][C:5]1[CH:6]=[C:7](/[CH:43]=[CH:42]/[C:41]([F:45])([F:44])[F:40])[CH:8]=[CH:9][C:4]=1[C:3]([OH:2])=[O:12]. (2) The product is: [Br:1][C:2]1[CH:7]=[C:6]([C:8]([F:17])([C:13]([F:15])([F:14])[F:16])[C:9]([Br:12])([F:10])[F:11])[CH:5]=[C:4]([O:18][CH:19]([F:20])[F:21])[C:3]=1[NH:22][C:23]([C:25]1[CH:26]=[C:27]2[C:32](=[CH:33][CH:34]=1)[N+:31]([O-:43])=[CH:30][CH:29]=[CH:28]2)=[O:24]. Given the reactants [Br:1][C:2]1[CH:7]=[C:6]([C:8]([F:17])([C:13]([F:16])([F:15])[F:14])[C:9]([Br:12])([F:11])[F:10])[CH:5]=[C:4]([O:18][CH:19]([F:21])[F:20])[C:3]=1[NH:22][C:23]([C:25]1[CH:26]=[C:27]2[C:32](=[CH:33][CH:34]=1)[N:31]=[CH:30][CH:29]=[CH:28]2)=[O:24].ClC1C=CC=C(C(OO)=[O:43])C=1, predict the reaction product.